This data is from Peptide-MHC class I binding affinity with 185,985 pairs from IEDB/IMGT. The task is: Regression. Given a peptide amino acid sequence and an MHC pseudo amino acid sequence, predict their binding affinity value. This is MHC class I binding data. (1) The peptide sequence is AIKEVVMAY. The MHC is HLA-A33:01 with pseudo-sequence HLA-A33:01. The binding affinity (normalized) is 0. (2) The peptide sequence is AVNAATYNR. The MHC is HLA-B08:02 with pseudo-sequence HLA-B08:02. The binding affinity (normalized) is 0.0847. (3) The peptide sequence is RVFKETLFL. The MHC is HLA-B18:01 with pseudo-sequence HLA-B18:01. The binding affinity (normalized) is 0.0847. (4) The peptide sequence is FRLMRTNFL. The MHC is HLA-B15:17 with pseudo-sequence HLA-B15:17. The binding affinity (normalized) is 0.0847. (5) The peptide sequence is IMLPESDLDK. The MHC is HLA-A03:01 with pseudo-sequence HLA-A03:01. The binding affinity (normalized) is 0.407. (6) The peptide sequence is AVAVARVAA. The MHC is HLA-A01:01 with pseudo-sequence HLA-A01:01. The binding affinity (normalized) is 0.0847.